Dataset: Reaction yield outcomes from USPTO patents with 853,638 reactions. Task: Predict the reaction yield, written as a fraction of the theoretical maximum amount of product (1.0 means a 100% yield; for example, 0.34 means a 34% yield). (1) The reactants are [H-].[Al+3].[Li+].[H-].[H-].[H-].[N:7]1[CH:12]=[CH:11][C:10]([CH2:13][CH2:14][C:15](=[N:17]O)[CH3:16])=[CH:9][CH:8]=1.[OH-].[Na+].C(=O)(OC(C)(C)C)OC(C)(C)C. The catalyst is CCOCC.C(Cl)(Cl)Cl.C(OCC)(=O)C. The product is [NH2:17][CH:15]([CH3:16])[CH2:14][CH2:13][C:10]1[CH:9]=[CH:8][N:7]=[CH:12][CH:11]=1. The yield is 0.320. (2) The reactants are [Cl:1][C:2]1[N:11]=[C:10](Cl)[C:9]2[C:4](=[CH:5][CH:6]=[CH:7][CH:8]=2)[N:3]=1.[CH3:13][C:14]1[NH:18][N:17]=[C:16]([NH2:19])[CH:15]=1. The catalyst is C(O)C. The product is [Cl:1][C:2]1[N:11]=[C:10]([NH:19][C:16]2[CH:15]=[C:14]([CH3:13])[NH:18][N:17]=2)[C:9]2[C:4](=[CH:5][CH:6]=[CH:7][CH:8]=2)[N:3]=1. The yield is 0.930. (3) The reactants are Cl.Cl[C:3]1[N:16]2[C:7](=[N:8][C:9]3[C:14]([C:15]2=[O:17])=[C:13]([F:18])[CH:12]=[CH:11][CH:10]=3)[C:6]2[CH:19]=[CH:20][N:21](S(C3C=CC(C)=CC=3)(=O)=O)[C:5]=2[N:4]=1.[CH3:32][N:33]([CH3:50])[C@@H:34]([CH3:49])[C:35]([N:37]1[C:45]2[C:40](=[CH:41][C:42]([O:47][CH3:48])=[C:43]([NH2:46])[CH:44]=2)[CH2:39][CH2:38]1)=[O:36].[CH3:51][NH2:52].[OH-].[K+]. The catalyst is C1COCC1.C(OCC)(=O)C. The product is [CH3:32][N:33]([CH3:50])[C@H:34]([C:35]([N:37]1[C:45]2[C:40](=[CH:41][C:42]([O:47][CH3:48])=[C:43]([NH:46][C:3]3[NH:4][C:5]4=[N:21][CH:20]=[CH:19][C:6]4=[C:7]([NH:8][C:9]4[CH:10]=[CH:11][CH:12]=[C:13]([F:18])[C:14]=4[C:15]([NH:52][CH3:51])=[O:17])[N:16]=3)[CH:44]=2)[CH2:39][CH2:38]1)=[O:36])[CH3:49]. The yield is 0.350. (4) The reactants are [N+:1]([C:4]1[CH:5]=[N:6][C:7]([NH:10][C:11](=[O:18])[C:12]2[CH:17]=[CH:16][CH:15]=[CH:14][CH:13]=2)=[N:8][CH:9]=1)([O-])=O. The catalyst is C(O)C.[Pd]. The product is [NH2:1][C:4]1[CH:5]=[N:6][C:7]([NH:10][C:11](=[O:18])[C:12]2[CH:17]=[CH:16][CH:15]=[CH:14][CH:13]=2)=[N:8][CH:9]=1. The yield is 0.730. (5) The reactants are [CH:1]1([CH2:4][CH2:5][NH:6][C:7]([C:9]2[N:10]=[N:11][C:12]([N:15]3[CH2:20][CH:19]([CH3:21])[NH:18][CH:17]([CH3:22])[CH2:16]3)=[CH:13][CH:14]=2)=[O:8])[CH2:3][CH2:2]1.C(N(C(C)C)CC)(C)C.[F:32][C:33]([F:44])([F:43])[C:34]1[CH:42]=[CH:41][CH:40]=[CH:39][C:35]=1[C:36](Cl)=[O:37].O. The catalyst is ClCCl. The product is [CH:1]1([CH2:4][CH2:5][NH:6][C:7]([C:9]2[N:10]=[N:11][C:12]([N:15]3[CH2:20][CH:19]([CH3:21])[N:18]([C:36](=[O:37])[C:35]4[CH:39]=[CH:40][CH:41]=[CH:42][C:34]=4[C:33]([F:32])([F:43])[F:44])[CH:17]([CH3:22])[CH2:16]3)=[CH:13][CH:14]=2)=[O:8])[CH2:3][CH2:2]1. The yield is 0.280. (6) The reactants are O1CCCC1CCO.C([O:16][C:17]1[CH:21]=[C:20](/[CH:22]=[CH:23]/[C:24]([O:26][CH2:27][CH3:28])=[O:25])[N:19]([CH2:29][CH3:30])[N:18]=1)C1C=CC=CC=1. The catalyst is [C].[Pd]. The product is [CH2:29]([N:19]1[C:20]([CH2:22][CH2:23][C:24]([O:26][CH2:27][CH3:28])=[O:25])=[CH:21][C:17]([OH:16])=[N:18]1)[CH3:30]. The yield is 1.00.